From a dataset of Forward reaction prediction with 1.9M reactions from USPTO patents (1976-2016). Predict the product of the given reaction. Given the reactants Br[CH:2](Br)[C:3]1[C:4]([N:9]2C(=O)C3C(=CC=CC=3)C2=O)=[N:5][CH:6]=[CH:7][CH:8]=1.[NH4+].[OH-:22], predict the reaction product. The product is: [NH2:9][C:4]1[C:3]([CH:2]=[O:22])=[CH:8][CH:7]=[CH:6][N:5]=1.